The task is: Predict the reactants needed to synthesize the given product.. This data is from Full USPTO retrosynthesis dataset with 1.9M reactions from patents (1976-2016). (1) Given the product [CH3:1][O:2][C:3]1[CH:8]=[CH:7][C:6]([O:9][CH2:22][CH:21]([CH2:19][CH3:20])[CH2:24][CH2:25][CH2:26][CH3:27])=[CH:5][CH:4]=1, predict the reactants needed to synthesize it. The reactants are: [CH3:1][O:2][C:3]1[CH:8]=[CH:7][C:6]([OH:9])=[CH:5][CH:4]=1.C(=O)([O-])[O-].[K+].[K+].C(#N)C.[CH2:19]([CH:21]([CH2:24][CH2:25][CH2:26][CH3:27])[CH2:22]Br)[CH3:20]. (2) Given the product [C:2]1([CH3:1])[CH:7]=[CH:6][C:5]([CH2:16][C:17](=[O:18])[CH3:19])=[CH:4][CH:3]=1, predict the reactants needed to synthesize it. The reactants are: [CH3:1][C:2]1[CH:7]=[CH:6][C:5](Cl)=[CH:4][CH:3]=1.P.C([O-])([O-])=O.[Cs+].[Cs+].[CH3:16][C:17]([CH3:19])=[O:18]. (3) Given the product [N:1]1[CH:6]=[CH:5][C:4]([CH2:7][CH2:8][C:9](=[N:19][OH:20])[CH3:10])=[CH:3][CH:2]=1, predict the reactants needed to synthesize it. The reactants are: [N:1]1[CH:6]=[CH:5][C:4]([CH2:7][CH2:8][C:9](=O)[CH3:10])=[CH:3][CH:2]=1.C(=O)([O-])[O-].[Na+].[Na+].Cl.[NH2:19][OH:20].C(=O)([O-])O.[Na+]. (4) Given the product [CH:35]([C:25]1[CH:24]=[C:23]([NH:22][C:20]([NH:19][C:12]2[C:13]3[C:18](=[CH:17][CH:16]=[CH:15][CH:14]=3)[C:9]([O:8][C:6]3[CH:5]=[CH:4][N:3]=[C:2]([NH:43][C:42]4[CH:44]=[C:45]([O:47][CH2:48][CH2:49][O:50][CH2:51][CH2:52][O:53][CH2:54][CH2:55][O:56][CH3:57])[CH:46]=[C:40]([O:39][CH3:38])[CH:41]=4)[N:7]=3)=[CH:10][CH:11]=2)=[O:21])[N:27]([C:28]2[CH:33]=[CH:32][C:31]([CH3:34])=[CH:30][CH:29]=2)[N:26]=1)([CH3:37])[CH3:36], predict the reactants needed to synthesize it. The reactants are: Cl[C:2]1[N:7]=[C:6]([O:8][C:9]2[C:18]3[C:13](=[CH:14][CH:15]=[CH:16][CH:17]=3)[C:12]([NH:19][C:20]([NH:22][C:23]3[N:27]([C:28]4[CH:33]=[CH:32][C:31]([CH3:34])=[CH:30][CH:29]=4)[N:26]=[C:25]([CH:35]([CH3:37])[CH3:36])[CH:24]=3)=[O:21])=[CH:11][CH:10]=2)[CH:5]=[CH:4][N:3]=1.[CH3:38][O:39][C:40]1[CH:41]=[C:42]([CH:44]=[C:45]([O:47][CH2:48][CH2:49][O:50][CH2:51][CH2:52][O:53][CH2:54][CH2:55][O:56][CH3:57])[CH:46]=1)[NH2:43]. (5) Given the product [ClH:22].[CH3:1][O:2][CH2:3][CH2:4][O:5][N:6]([CH3:21])[C:7]1[N:8]=[C:9]([NH:17][CH2:18][CH2:19][CH3:20])[N:10]=[C:11]([NH:13][CH2:14][C:15]#[CH:16])[N:12]=1, predict the reactants needed to synthesize it. The reactants are: [CH3:1][O:2][CH2:3][CH2:4][O:5][N:6]([CH3:21])[C:7]1[N:12]=[C:11]([NH:13][CH2:14][CH2:15][CH3:16])[N:10]=[C:9]([NH:17][CH2:18][C:19]#[CH:20])[N:8]=1.[ClH:22].C(OCC)C.Cl.C(ONC1N=C(NCCC)N=C(NCC#C)N=1)(C)(C)C. (6) The reactants are: [F:1][C:2]1[CH:7]=[CH:6][C:5]([NH:8][S:9]([C:12]2[CH:17]=[CH:16][CH:15]=[C:14]([C:18]#[C:19][CH:20]([NH:22][OH:23])[CH3:21])[CH:13]=2)(=[O:11])=[O:10])=[CH:4][CH:3]=1.[C:24](Cl)(=[O:26])[CH3:25].Cl. Given the product [F:1][C:2]1[CH:7]=[CH:6][C:5]([NH:8][S:9]([C:12]2[CH:13]=[C:14]([C:18]#[C:19][CH:20]([N:22]([OH:23])[C:24](=[O:26])[CH3:25])[CH3:21])[CH:15]=[CH:16][CH:17]=2)(=[O:10])=[O:11])=[CH:4][CH:3]=1, predict the reactants needed to synthesize it.